The task is: Predict the reaction yield, written as a fraction of the theoretical maximum amount of product (1.0 means a 100% yield; for example, 0.34 means a 34% yield).. This data is from Reaction yield outcomes from USPTO patents with 853,638 reactions. (1) The reactants are [BrH:1].Cl[C:3]1[CH2:7][CH:6]([C:8]([O:10][CH2:11][CH3:12])=[O:9])[N:5]([C:13]2[C:18]([Cl:19])=[CH:17][CH:16]=[CH:15][N:14]=2)[N:4]=1. The catalyst is BrCBr. The product is [Br:1][C:3]1[CH2:7][CH:6]([C:8]([O:10][CH2:11][CH3:12])=[O:9])[N:5]([C:13]2[C:18]([Cl:19])=[CH:17][CH:16]=[CH:15][N:14]=2)[N:4]=1. The yield is 0.990. (2) The product is [CH3:7][O:9][C:10](=[O:33])[C@H:11]([CH2:18][C:19]1[C:20]([CH2:28][OH:29])=[C:21]2[C:25](=[CH:26][CH:27]=1)[NH:24][N:23]=[CH:22]2)[CH2:12][C:13]([O:15][CH3:16])=[O:14]. The catalyst is CO. The reactants are C(=O)([O-])[O-].[K+].[K+].[CH2:7]([O:9][C:10](=[O:33])[C@H:11]([CH2:18][C:19]1[C:20]([CH2:28][O:29]C(=O)C)=[C:21]2[C:25](=[CH:26][CH:27]=1)[NH:24][N:23]=[CH:22]2)[CH2:12][C:13]([O:15][CH2:16]C)=[O:14])C. The yield is 0.920.